This data is from Reaction yield outcomes from USPTO patents with 853,638 reactions. The task is: Predict the reaction yield, written as a fraction of the theoretical maximum amount of product (1.0 means a 100% yield; for example, 0.34 means a 34% yield). The reactants are [H-].[Al+3].[Li+].[H-].[H-].[H-].C([O:9][C:10]([C:12]1[C:13]([NH:20][CH3:21])=[N:14][C:15]([S:18][CH3:19])=[N:16][CH:17]=1)=O)C.N1C=CC=NC=1. The catalyst is C1COCC1. The product is [CH3:21][NH:20][C:13]1[C:12]([CH2:10][OH:9])=[CH:17][N:16]=[C:15]([S:18][CH3:19])[N:14]=1. The yield is 0.900.